Task: Predict the reactants needed to synthesize the given product.. Dataset: Full USPTO retrosynthesis dataset with 1.9M reactions from patents (1976-2016) Given the product [F:7][C:6]([F:8])([C:15]1[CH:16]=[CH:11][CH:12]=[C:13]([CH3:17])[CH:14]=1)[C:5]([O:4][CH2:1][CH3:2])=[O:21], predict the reactants needed to synthesize it. The reactants are: [C:1]([O:4][CH2:5][C:6](Br)([F:8])[F:7])(=O)[CH3:2].I[C:11]1[CH:12]=[C:13]([CH3:17])[CH:14]=[CH:15][CH:16]=1.Cl.CS(C)=[O:21].